Dataset: Forward reaction prediction with 1.9M reactions from USPTO patents (1976-2016). Task: Predict the product of the given reaction. (1) Given the reactants [CH2:1]([NH:4][C:5]1[N:10]=[C:9]([NH:11][CH2:12][CH2:13][CH3:14])[N:8]=[C:7]([N:15]([CH3:18])[O:16][CH3:17])[N:6]=1)[CH2:2][CH3:3].Cl.[CH2:20](ONC)C, predict the reaction product. The product is: [CH2:1]([NH:4][C:5]1[N:10]=[C:9]([NH:11][CH2:12][CH2:13][CH3:14])[N:8]=[C:7]([N:15]([CH3:18])[O:16][CH2:17][CH3:20])[N:6]=1)[CH2:2][CH3:3]. (2) Given the reactants [CH2:1]([N:8]1[CH2:12][CH2:11][C@H:10]([NH2:13])[CH2:9]1)[C:2]1[CH:7]=[CH:6][CH:5]=[CH:4][CH:3]=1.[F:14][C:15]1[CH:20]=[C:19]([F:21])[CH:18]=[CH:17][C:16]=1[Bi]([C:18]1[CH:17]=[CH:16][C:15]([F:14])=[CH:20][C:19]=1[F:21])[C:18]1[CH:17]=[CH:16][C:15]([F:14])=[CH:20][C:19]=1[F:21], predict the reaction product. The product is: [CH2:1]([N:8]1[CH2:12][CH2:11][C@H:10]([NH:13][C:18]2[CH:17]=[CH:16][C:15]([F:14])=[CH:20][C:19]=2[F:21])[CH2:9]1)[C:2]1[CH:3]=[CH:4][CH:5]=[CH:6][CH:7]=1.